Dataset: Catalyst prediction with 721,799 reactions and 888 catalyst types from USPTO. Task: Predict which catalyst facilitates the given reaction. (1) Reactant: [C:1](Cl)([Cl:3])=[O:2].[CH2:5]1[O:13][C:12]2[C:7](=[CH:8][C:9]([N+:17]([O-:19])=[O:18])=[C:10]([CH:14]([OH:16])[CH3:15])[CH:11]=2)[O:6]1.CCCCCC. Product: [Cl:3][C:1]([O:16][CH:14]([C:10]1[CH:11]=[C:12]2[O:13][CH2:5][O:6][C:7]2=[CH:8][C:9]=1[N+:17]([O-:19])=[O:18])[CH3:15])=[O:2]. The catalyst class is: 1. (2) Reactant: Cl.[CH2:2]([N:4]([CH:40]1[CH2:45][CH2:44][O:43][CH2:42][CH2:41]1)[C:5]1[C:6]([CH3:39])=[C:7]([CH:24]=[C:25]([C:27]2[CH:28]=[N:29][C:30]([N:33]3[CH2:38][CH2:37][NH:36][CH2:35][CH2:34]3)=[CH:31][CH:32]=2)[CH:26]=1)[C:8]([NH:10][CH2:11][C:12]1[C:13](=[O:23])[NH:14][C:15]([CH3:22])=[C:16]([F:21])[C:17]=1[CH:18]([CH3:20])[CH3:19])=[O:9])[CH3:3].C=[O:47].O.[C:49]([BH3-])#N.[Na+]. Product: [CH:44]([OH:43])=[O:47].[CH2:2]([N:4]([CH:40]1[CH2:45][CH2:44][O:43][CH2:42][CH2:41]1)[C:5]1[C:6]([CH3:39])=[C:7]([CH:24]=[C:25]([C:27]2[CH:28]=[N:29][C:30]([N:33]3[CH2:38][CH2:37][N:36]([CH3:49])[CH2:35][CH2:34]3)=[CH:31][CH:32]=2)[CH:26]=1)[C:8]([NH:10][CH2:11][C:12]1[C:13](=[O:23])[NH:14][C:15]([CH3:22])=[C:16]([F:21])[C:17]=1[CH:18]([CH3:20])[CH3:19])=[O:9])[CH3:3]. The catalyst class is: 5. (3) Reactant: [Cl:1][C:2]1[CH:3]=[C:4]([C:8]2[CH:9]=[C:10]([O:20][CH3:21])[C:11]3[N:17]4[CH2:18][C@H:14]([CH2:15][CH2:16]4)[NH:13][C:12]=3[N:19]=2)[CH:5]=[CH:6][CH:7]=1.[H-].[Na+].[N:24]1[CH:29]=[CH:28][N:27]=[CH:26][C:25]=1[N:30]1C(=O)N2C=CN=CC2=N[C:31]1=[O:41]. Product: [Cl:1][C:2]1[CH:3]=[C:4]([C:8]2[CH:9]=[C:10]([O:20][CH3:21])[C:11]3[N:17]4[CH2:18][C@H:14]([CH2:15][CH2:16]4)[N:13]([C:31]([NH:30][C:25]4[CH:26]=[N:27][CH:28]=[CH:29][N:24]=4)=[O:41])[C:12]=3[N:19]=2)[CH:5]=[CH:6][CH:7]=1. The catalyst class is: 1.